Dataset: Full USPTO retrosynthesis dataset with 1.9M reactions from patents (1976-2016). Task: Predict the reactants needed to synthesize the given product. (1) Given the product [C:8]([O:12][C:13](=[O:14])[NH:1][CH2:2][CH2:3][O:4][CH2:5][CH2:6][OH:7])([CH3:11])([CH3:10])[CH3:9], predict the reactants needed to synthesize it. The reactants are: [NH2:1][CH2:2][CH2:3][O:4][CH2:5][CH2:6][OH:7].[C:8]([O:12][C:13](O[C:13]([O:12][C:8]([CH3:11])([CH3:10])[CH3:9])=[O:14])=[O:14])([CH3:11])([CH3:10])[CH3:9]. (2) Given the product [Cl:1][C:2]1[C:7]([F:8])=[CH:6][C:5]([C@H:9]2[CH2:14][C@@H:13]([C:15]3[O:22][NH:30][C:17](=[O:18])[CH:16]=3)[CH2:12][CH2:11][N:10]2[C:23]([O:25][CH3:26])=[O:24])=[CH:4][C:3]=1[F:27], predict the reactants needed to synthesize it. The reactants are: [Cl:1][C:2]1[C:7]([F:8])=[CH:6][C:5]([C@H:9]2[CH2:14][C@@H:13]([C:15](=[O:22])[CH2:16][C:17](OCC)=[O:18])[CH2:12][CH2:11][N:10]2[C:23]([O:25][CH3:26])=[O:24])=[CH:4][C:3]=1[F:27].[OH-].[Na+].[NH2:30]O.Cl. (3) Given the product [CH:49]([N:36]([CH2:37][C:38]1[O:42][N:41]=[C:40]([C:43]2[CH:48]=[CH:47][CH:46]=[CH:45][CH:44]=2)[N:39]=1)[C:34](=[O:35])[CH2:33][O:32][C:31]1[CH:30]=[CH:29][C:28]([C:26]([NH:1][CH:2]([CH2:3][CH:4]([CH3:6])[CH3:5])[C:7]([OH:9])=[O:8])=[O:27])=[CH:53][CH:52]=1)([CH3:51])[CH3:50], predict the reactants needed to synthesize it. The reactants are: [NH2:1][C@H:2]([C:7]([OH:9])=[O:8])[CH2:3][CH:4]([CH3:6])[CH3:5].C(N(CC)CC)C.N1([C:26]([C:28]2[CH:53]=[CH:52][C:31]([O:32][CH2:33][C:34]([N:36]([CH:49]([CH3:51])[CH3:50])[CH2:37][C:38]3[O:42][N:41]=[C:40]([C:43]4[CH:48]=[CH:47][CH:46]=[CH:45][CH:44]=4)[N:39]=3)=[O:35])=[CH:30][CH:29]=2)=[O:27])C2C=CC=CC=2N=N1. (4) Given the product [CH3:1][Si:2]([CH3:24])([CH3:23])[CH2:3][CH2:4][O:5][CH2:6][N:7]1[CH:11]=[CH:10][C:9]([NH:12][C:13]2[N:18]=[C:17]([C:19]([OH:21])=[O:20])[CH:16]=[N:15][CH:14]=2)=[N:8]1, predict the reactants needed to synthesize it. The reactants are: [CH3:1][Si:2]([CH3:24])([CH3:23])[CH2:3][CH2:4][O:5][CH2:6][N:7]1[CH:11]=[CH:10][C:9]([NH:12][C:13]2[N:18]=[C:17]([C:19]([O:21]C)=[O:20])[CH:16]=[N:15][CH:14]=2)=[N:8]1.O1CCCC1.CO.[OH-].[Na+]. (5) Given the product [CH3:18][C:16]1[NH:15][N:14]=[C:13]([NH:12][C:4]2[N:3]=[C:2]([C:26]3[CH:27]=[CH:28][C:23]([NH:22][C:19](=[O:21])[CH3:20])=[CH:24][CH:25]=3)[C:11]3[C:6]([CH:5]=2)=[CH:7][CH:8]=[CH:9][CH:10]=3)[CH:17]=1, predict the reactants needed to synthesize it. The reactants are: Cl[C:2]1[C:11]2[C:6](=[CH:7][CH:8]=[CH:9][CH:10]=2)[CH:5]=[C:4]([NH:12][C:13]2[CH:17]=[C:16]([CH3:18])[NH:15][N:14]=2)[N:3]=1.[C:19]([NH:22][C:23]1[CH:28]=[CH:27][C:26](B(O)O)=[CH:25][CH:24]=1)(=[O:21])[CH3:20]. (6) Given the product [CH2:1]([N:8]1[CH:13]([CH2:14][O:15][CH3:16])[CH2:12][O:11][C:10]([CH2:18][CH2:19][OH:20])([CH3:17])[CH2:9]1)[C:2]1[CH:3]=[CH:4][CH:5]=[CH:6][CH:7]=1, predict the reactants needed to synthesize it. The reactants are: [CH2:1]([N:8]1[CH:13]([CH2:14][O:15][CH3:16])[CH2:12][O:11][C:10]([CH2:18][CH2:19][OH:20])([CH3:17])[C:9]1=O)[C:2]1[CH:7]=[CH:6][CH:5]=[CH:4][CH:3]=1.C(O)C. (7) Given the product [N:1]1[CH:6]=[CH:5][C:4]([N:7]=[N:8][CH:15]([C:16](=[O:17])[CH3:18])[C:13](=[O:14])[CH3:12])=[CH:3][CH:2]=1, predict the reactants needed to synthesize it. The reactants are: [N:1]1[CH:6]=[CH:5][C:4]([NH2:7])=[CH:3][CH:2]=1.[N:8]([O-])=O.[Na+].[CH3:12][C:13]([CH2:15][C:16]([CH3:18])=[O:17])=[O:14].C([O-])(=O)C.[K+].C([O-])([O-])=O.[Na+].[Na+]. (8) The reactants are: [CH:1]([C:4]1[CH:9]=[C:8]([CH:10]([CH3:12])[CH3:11])[CH:7]=[C:6]([CH:13]([CH3:15])[CH3:14])[C:5]=1[C:16]1[CH:21]=[CH:20][C:19]([C:22]([F:25])([F:24])[F:23])=[CH:18][CH:17]=1)([CH3:3])[CH3:2].[B-](F)(F)(F)F.[B-](F)(F)(F)F.C1[N+]2(CCl)CC[N+](F)(CC2)C1.[Li+].[Br-:48]. Given the product [Br:48][C:7]1[C:6]([CH:13]([CH3:15])[CH3:14])=[C:5]([C:16]2[CH:17]=[CH:18][C:19]([C:22]([F:23])([F:24])[F:25])=[CH:20][CH:21]=2)[C:4]([CH:1]([CH3:2])[CH3:3])=[CH:9][C:8]=1[CH:10]([CH3:11])[CH3:12], predict the reactants needed to synthesize it. (9) Given the product [Cl:26][C:20]1[C:21]([N:23]([CH3:25])[CH3:24])=[CH:22][C:13]2[N:12]=[C:11]([C:7]3[CH:8]=[CH:9][CH:10]=[C:5]([C:3]4[N:32]=[C:30]([NH:29][CH2:27][CH3:28])[S:31][CH:2]=4)[CH:6]=3)[CH2:17][C:16](=[O:18])[NH:15][C:14]=2[CH:19]=1, predict the reactants needed to synthesize it. The reactants are: Br[CH2:2][C:3]([C:5]1[CH:6]=[C:7]([C:11]2[CH2:17][C:16](=[O:18])[NH:15][C:14]3[CH:19]=[C:20]([Cl:26])[C:21]([N:23]([CH3:25])[CH3:24])=[CH:22][C:13]=3[N:12]=2)[CH:8]=[CH:9][CH:10]=1)=O.[CH2:27]([NH:29][C:30]([NH2:32])=[S:31])[CH3:28]. (10) Given the product [CH3:1][CH:2]([CH3:7])[CH2:3][CH2:4][CH2:5][NH:6][C:11]([C:13]1[S:14][C:15]([N:18]2[CH2:19][CH2:20][N:21]([C:24](=[O:35])[C:25]3[CH:30]=[CH:29][CH:28]=[CH:27][C:26]=3[C:31]([F:34])([F:33])[F:32])[CH2:22][CH2:23]2)=[N:16][N:17]=1)=[O:10], predict the reactants needed to synthesize it. The reactants are: [CH3:1][CH:2]([CH3:7])[CH2:3][CH2:4][CH2:5][NH2:6].C([O:10][C:11]([C:13]1[S:14][C:15]([N:18]2[CH2:23][CH2:22][N:21]([C:24](=[O:35])[C:25]3[CH:30]=[CH:29][CH:28]=[CH:27][C:26]=3[C:31]([F:34])([F:33])[F:32])[CH2:20][CH2:19]2)=[N:16][N:17]=1)=O)C.